This data is from NCI-60 drug combinations with 297,098 pairs across 59 cell lines. The task is: Regression. Given two drug SMILES strings and cell line genomic features, predict the synergy score measuring deviation from expected non-interaction effect. (1) Drug 1: CC1=C2C(C(=O)C3(C(CC4C(C3C(C(C2(C)C)(CC1OC(=O)C(C(C5=CC=CC=C5)NC(=O)OC(C)(C)C)O)O)OC(=O)C6=CC=CC=C6)(CO4)OC(=O)C)OC)C)OC. Drug 2: C1CCC(CC1)NC(=O)N(CCCl)N=O. Cell line: SNB-75. Synergy scores: CSS=48.7, Synergy_ZIP=2.14, Synergy_Bliss=3.53, Synergy_Loewe=-15.9, Synergy_HSA=6.23. (2) Drug 1: CC1CCC2CC(C(=CC=CC=CC(CC(C(=O)C(C(C(=CC(C(=O)CC(OC(=O)C3CCCCN3C(=O)C(=O)C1(O2)O)C(C)CC4CCC(C(C4)OC)O)C)C)O)OC)C)C)C)OC. Drug 2: COCCOC1=C(C=C2C(=C1)C(=NC=N2)NC3=CC=CC(=C3)C#C)OCCOC.Cl. Cell line: HCC-2998. Synergy scores: CSS=17.0, Synergy_ZIP=0.214, Synergy_Bliss=-9.78, Synergy_Loewe=-63.6, Synergy_HSA=-6.99. (3) Drug 1: CNC(=O)C1=CC=CC=C1SC2=CC3=C(C=C2)C(=NN3)C=CC4=CC=CC=N4. Drug 2: C1CCN(CC1)CCOC2=CC=C(C=C2)C(=O)C3=C(SC4=C3C=CC(=C4)O)C5=CC=C(C=C5)O. Cell line: NCI-H226. Synergy scores: CSS=4.19, Synergy_ZIP=3.93, Synergy_Bliss=5.05, Synergy_Loewe=-2.53, Synergy_HSA=0.419. (4) Drug 1: C1=NNC2=C1C(=O)NC=N2. Drug 2: COC1=C2C(=CC3=C1OC=C3)C=CC(=O)O2. Cell line: PC-3. Synergy scores: CSS=-4.19, Synergy_ZIP=2.15, Synergy_Bliss=-1.21, Synergy_Loewe=-0.0237, Synergy_HSA=-5.68. (5) Drug 1: COCCOC1=C(C=C2C(=C1)C(=NC=N2)NC3=CC=CC(=C3)C#C)OCCOC.Cl. Drug 2: CC1C(C(CC(O1)OC2CC(CC3=C2C(=C4C(=C3O)C(=O)C5=C(C4=O)C(=CC=C5)OC)O)(C(=O)CO)O)N)O.Cl. Cell line: HCT-15. Synergy scores: CSS=51.1, Synergy_ZIP=-2.55, Synergy_Bliss=1.64, Synergy_Loewe=4.92, Synergy_HSA=6.34.